Dataset: Forward reaction prediction with 1.9M reactions from USPTO patents (1976-2016). Task: Predict the product of the given reaction. (1) Given the reactants Br[C:2]1[C:3](Cl)=[N:4][C:5]([NH2:8])=[N:6][CH:7]=1.[NH2:10][CH2:11][CH:12]1[CH2:17][CH2:16][N:15]([C:18]([O:20]C(C)(C)C)=O)[CH2:14][CH2:13]1.[O:25]([C:32]1[CH:37]=[CH:36][C:35](B(O)O)=[CH:34][CH:33]=1)[C:26]1[CH:31]=[CH:30][CH:29]=[CH:28][CH:27]=1.[C:41](Cl)(=O)[CH:42]=C, predict the reaction product. The product is: [NH2:8][C:5]1[N:4]=[C:3]([NH:10][CH2:11][CH:12]2[CH2:13][CH2:14][N:15]([C:18](=[O:20])[CH:41]=[CH2:42])[CH2:16][CH2:17]2)[C:2]([C:29]2[CH:30]=[CH:31][C:26]([O:25][C:32]3[CH:37]=[CH:36][CH:35]=[CH:34][CH:33]=3)=[CH:27][CH:28]=2)=[CH:7][N:6]=1. (2) Given the reactants [N+:1]([C:4]1[CH:9]=[C:8]([N+:10]([O-:12])=[O:11])[C:7](O)=[C:6]([F:14])[CH:5]=1)([O-:3])=[O:2].P(Br)(Br)[Br:16], predict the reaction product. The product is: [Br:16][C:7]1[C:6]([F:14])=[CH:5][C:4]([N+:1]([O-:3])=[O:2])=[CH:9][C:8]=1[N+:10]([O-:12])=[O:11]. (3) Given the reactants Cl.Cl[C:3]1[N:8]=[CH:7][C:6]([NH2:9])=[CH:5][C:4]=1[F:10].Cl[C:12]1[N:17]=[C:16]([N:18]2[CH2:24][C@H:23]3[N:25]([C:26]([O:28][C:29]([CH3:32])([CH3:31])[CH3:30])=[O:27])[C@H:20]([CH2:21][CH2:22]3)[CH2:19]2)[CH:15]=[CH:14][N:13]=1.[C:33]([O-:36])([O-])=[O:34].[Cs+].[Cs+].[CH3:39]C1(C)C2C(=C(P(C3C=CC=CC=3)C3C=CC=CC=3)C=CC=2)OC2C(P(C3C=CC=CC=3)C3C=CC=CC=3)=CC=CC1=2, predict the reaction product. The product is: [C:29]([O:28][C:26]([N:25]1[CH:23]2[CH2:22][CH2:21][CH:20]1[CH2:19][N:18]([C:16]1[CH:15]=[CH:14][N:13]=[C:12]([NH:9][C:6]3[CH:7]=[N:8][C:3]([C:33]([O:36][CH3:39])=[O:34])=[C:4]([F:10])[CH:5]=3)[N:17]=1)[CH2:24]2)=[O:27])([CH3:32])([CH3:31])[CH3:30]. (4) Given the reactants C[O-].[Na+].[N:4]([C@@H:7]1[C@@H:68]([CH3:69])[O:67][C@H:10]([O:11][C@H:12]2[O:62][C@H:61]([CH3:63])[C@@H:60]([N:64]=[N+:65]=[N-:66])[C@H:51]([O:52][CH2:53][C:54]3[CH:59]=[CH:58][CH:57]=[CH:56][CH:55]=3)[C@@H:13]2[O:14][C@H:15]2[O:37][C@:36]([CH2:39][CH2:40][CH2:41][CH2:42][CH2:43][C:44]([O:46][CH3:47])=[O:45])([CH3:38])[C@@H:35]([N:48]=[N+:49]=[N-:50])[C@H:26]([O:27][CH2:28][C:29]3[CH:34]=[CH:33][CH:32]=[CH:31][CH:30]=3)[C@@H:16]2[O:17]C(=O)C2C=CC=CC=2)[C@@H:9]([OH:70])[C@H:8]1[O:71][CH2:72][C:73]1[CH:78]=[CH:77][CH:76]=[CH:75][CH:74]=1)=[N+:5]=[N-:6], predict the reaction product. The product is: [N:4]([C@@H:7]1[C@@H:68]([CH3:69])[O:67][C@H:10]([O:11][C@H:12]2[O:62][C@H:61]([CH3:63])[C@@H:60]([N:64]=[N+:65]=[N-:66])[C@H:51]([O:52][CH2:53][C:54]3[CH:59]=[CH:58][CH:57]=[CH:56][CH:55]=3)[C@@H:13]2[O:14][C@H:15]2[O:37][C@:36]([CH2:39][CH2:40][CH2:41][CH2:42][CH2:43][C:44]([O:46][CH3:47])=[O:45])([CH3:38])[C@@H:35]([N:48]=[N+:49]=[N-:50])[C@H:26]([O:27][CH2:28][C:29]3[CH:34]=[CH:33][CH:32]=[CH:31][CH:30]=3)[C@@H:16]2[OH:17])[C@@H:9]([OH:70])[C@H:8]1[O:71][CH2:72][C:73]1[CH:78]=[CH:77][CH:76]=[CH:75][CH:74]=1)=[N+:5]=[N-:6]. (5) Given the reactants [F:1][C:2]1[CH:7]=[C:6]([CH3:8])[CH:5]=[C:4]([NH:9][CH:10]2[CH2:15][CH2:14][N:13]([C@H:16]3[CH2:21][CH2:20][C@H:19]([O:22][CH2:23][CH3:24])[CH2:18][CH2:17]3)[CH2:12][CH2:11]2)[C:3]=1[NH2:25].[Cl:26][C:27](Cl)([O:29]C(=O)OC(Cl)(Cl)Cl)Cl.C(N(C(C)C)CC)(C)C, predict the reaction product. The product is: [ClH:26].[F:1][C:2]1[C:3]2[NH:25][C:27](=[O:29])[N:9]([CH:10]3[CH2:15][CH2:14][N:13]([C@H:16]4[CH2:21][CH2:20][C@H:19]([O:22][CH2:23][CH3:24])[CH2:18][CH2:17]4)[CH2:12][CH2:11]3)[C:4]=2[CH:5]=[C:6]([CH3:8])[CH:7]=1. (6) Given the reactants C[O:2][C:3](=[O:26])[CH2:4][CH:5]1[CH2:10][CH2:9][CH2:8][CH2:7][N:6]1[C:11]([C:13]1[N:14]=[C:15]([CH3:25])[S:16][C:17]=1[C:18]1[CH:23]=[CH:22][C:21]([F:24])=[CH:20][CH:19]=1)=[O:12].[OH-].[Na+], predict the reaction product. The product is: [F:24][C:21]1[CH:22]=[CH:23][C:18]([C:17]2[S:16][C:15]([CH3:25])=[N:14][C:13]=2[C:11]([N:6]2[CH2:7][CH2:8][CH2:9][CH2:10][CH:5]2[CH2:4][C:3]([OH:26])=[O:2])=[O:12])=[CH:19][CH:20]=1. (7) The product is: [Cl:1][C:2]1[CH:7]=[CH:6][CH:5]=[CH:4][C:3]=1[N:8]1[CH:12]([C:13]([N:33]2[CH2:34][CH2:35][N:30]([C:25]3[C:24]([Cl:23])=[CH:29][CH:28]=[CH:27][N:26]=3)[CH2:31][CH2:32]2)=[O:14])[CH2:11][N:10]([S:16]([CH:19]([CH3:21])[CH3:20])(=[O:17])=[O:18])[C:9]1=[O:22]. Given the reactants [Cl:1][C:2]1[CH:7]=[CH:6][CH:5]=[CH:4][C:3]=1[N:8]1[CH:12]([C:13](O)=[O:14])[CH2:11][N:10]([S:16]([CH:19]([CH3:21])[CH3:20])(=[O:18])=[O:17])[C:9]1=[O:22].[Cl:23][C:24]1[C:25]([N:30]2[CH2:35][CH2:34][NH:33][CH2:32][CH2:31]2)=[N:26][CH:27]=[CH:28][CH:29]=1, predict the reaction product.